This data is from Catalyst prediction with 721,799 reactions and 888 catalyst types from USPTO. The task is: Predict which catalyst facilitates the given reaction. (1) Reactant: Cl[C:2]1[C:11]2[C:6](=[CH:7][C:8]([S:12]([O:15][C:16]3[C:21]([F:22])=[C:20]([F:23])[C:19]([F:24])=[C:18]([F:25])[C:17]=3[F:26])(=[O:14])=[O:13])=[CH:9][CH:10]=2)[CH:5]=[CH:4][N:3]=1.[Cl:27][C:28]1[CH:33]=[C:32](B(O)O)[C:31]([O:37][CH3:38])=[CH:30][C:29]=1[C:39]1[CH:44]=[CH:43][CH:42]=[C:41]([F:45])[CH:40]=1.C(=O)([O-])[O-].[K+].[K+]. Product: [Cl:27][C:28]1[CH:33]=[C:32]([C:2]2[C:11]3[C:6](=[CH:7][C:8]([S:12]([O:15][C:16]4[C:21]([F:22])=[C:20]([F:23])[C:19]([F:24])=[C:18]([F:25])[C:17]=4[F:26])(=[O:14])=[O:13])=[CH:9][CH:10]=3)[CH:5]=[CH:4][N:3]=2)[C:31]([O:37][CH3:38])=[CH:30][C:29]=1[C:39]1[CH:44]=[CH:43][CH:42]=[C:41]([F:45])[CH:40]=1. The catalyst class is: 73. (2) Reactant: CS(O[CH2:6][C:7]#[C:8][C:9]#[C:10][C:11]1[CH:20]=[CH:19][C:14]([C:15]([O:17][CH3:18])=[O:16])=[CH:13][CH:12]=1)(=O)=O.Cl.[CH3:22][NH:23][CH3:24].CCN(C(C)C)C(C)C. Product: [CH3:22][N:23]([CH3:24])[CH2:6][C:7]#[C:8][C:9]#[C:10][C:11]1[CH:20]=[CH:19][C:14]([C:15]([O:17][CH3:18])=[O:16])=[CH:13][CH:12]=1. The catalyst class is: 634. (3) Reactant: [NH2:1][C:2]1[CH:6]=[C:5]([C:7]2[CH:12]=[C:11]([F:13])[C:10]([F:14])=[C:9]([F:15])[CH:8]=2)[S:4][C:3]=1[C:16]([O:18]C)=[O:17].[OH-].[Li+].Cl. Product: [NH2:1][C:2]1[CH:6]=[C:5]([C:7]2[CH:8]=[C:9]([F:15])[C:10]([F:14])=[C:11]([F:13])[CH:12]=2)[S:4][C:3]=1[C:16]([OH:18])=[O:17]. The catalyst class is: 225.